Dataset: Full USPTO retrosynthesis dataset with 1.9M reactions from patents (1976-2016). Task: Predict the reactants needed to synthesize the given product. Given the product [Cl:1][C:2]1[CH:3]=[CH:4][C:5]([C:39]#[N:40])=[C:6]([C:8]2[C:13]([O:14][CH2:15][C:16]([F:19])([F:18])[F:17])=[CH:12][N:11]([CH:20]([CH3:37])[C:21]([NH:23][C:24]3[CH:25]=[CH:26][C:27]([C:28]([OH:30])=[O:29])=[CH:35][CH:36]=3)=[O:22])[C:10](=[O:38])[CH:9]=2)[CH:7]=1, predict the reactants needed to synthesize it. The reactants are: [Cl:1][C:2]1[CH:3]=[CH:4][C:5]([C:39]#[N:40])=[C:6]([C:8]2[C:13]([O:14][CH2:15][C:16]([F:19])([F:18])[F:17])=[CH:12][N:11]([CH:20]([CH3:37])[C:21]([NH:23][C:24]3[CH:36]=[CH:35][C:27]([C:28]([O:30]C(C)(C)C)=[O:29])=[CH:26][CH:25]=3)=[O:22])[C:10](=[O:38])[CH:9]=2)[CH:7]=1.C(O)(C(F)(F)F)=O.